Task: Predict the reactants needed to synthesize the given product.. Dataset: Full USPTO retrosynthesis dataset with 1.9M reactions from patents (1976-2016) (1) Given the product [F:24][C:23]([F:26])([F:25])[C:21]([O-:27])=[O:22].[C:1]1([CH2:7][C:8]([NH:10][CH2:11][CH2:12][NH3+:13])=[O:9])[CH:6]=[CH:5][CH:4]=[CH:3][CH:2]=1, predict the reactants needed to synthesize it. The reactants are: [C:1]1([CH2:7][C:8]([NH:10][CH2:11][CH2:12][NH:13]C(=O)OC(C)(C)C)=[O:9])[CH:6]=[CH:5][CH:4]=[CH:3][CH:2]=1.[C:21]([OH:27])([C:23]([F:26])([F:25])[F:24])=[O:22].C(Cl)Cl. (2) Given the product [Cl:1][C:2]1[CH:3]=[C:4]([CH:20]=[C:21]([Cl:23])[CH:22]=1)[O:5][C:6]1[C:7]([CH2:18][CH3:19])=[N:8][N:9]([CH2:13][C:14]2[O:15][C:24](=[O:25])[NH:17][N:16]=2)[C:10]=1[CH2:11][CH3:12], predict the reactants needed to synthesize it. The reactants are: [Cl:1][C:2]1[CH:3]=[C:4]([CH:20]=[C:21]([Cl:23])[CH:22]=1)[O:5][C:6]1[C:7]([CH2:18][CH3:19])=[N:8][N:9]([CH2:13][C:14]([NH:16][NH2:17])=[O:15])[C:10]=1[CH2:11][CH3:12].[C:24](N1C=CN=C1)(N1C=CN=C1)=[O:25]. (3) Given the product [Cl:25][CH2:2][CH2:3][N:4]1[CH2:8][CH2:7][C@H:6]([NH:9][C:10](=[O:16])[O:11][C:12]([CH3:15])([CH3:14])[CH3:13])[CH2:5]1, predict the reactants needed to synthesize it. The reactants are: O[CH2:2][CH2:3][N:4]1[CH2:8][CH2:7][C@H:6]([NH:9][C:10](=[O:16])[O:11][C:12]([CH3:15])([CH3:14])[CH3:13])[CH2:5]1.N1C=CC=CC=1.O=S(Cl)[Cl:25].C([O-])(O)=O.[Na+]. (4) Given the product [CH2:28]([O:30][C:31](=[O:48])[CH2:32][C:33]1[CH:38]=[CH:37][C:36]([C:21]2[CH:22]=[CH:23][C:18]([C:17]3[O:16][N:15]=[C:14]([CH3:26])[C:13]=3[NH:12][C:11]([O:10][C@@H:8]([C:3]3[CH:4]=[CH:5][CH:6]=[CH:7][C:2]=3[Cl:1])[CH3:9])=[O:27])=[CH:19][C:20]=2[F:25])=[CH:35][CH:34]=1)[CH3:29], predict the reactants needed to synthesize it. The reactants are: [Cl:1][C:2]1[CH:7]=[CH:6][CH:5]=[CH:4][C:3]=1[C@H:8]([O:10][C:11](=[O:27])[NH:12][C:13]1[C:14]([CH3:26])=[N:15][O:16][C:17]=1[C:18]1[CH:23]=[CH:22][C:21](Br)=[C:20]([F:25])[CH:19]=1)[CH3:9].[CH2:28]([O:30][C:31](=[O:48])[CH2:32][C:33]1[CH:38]=[CH:37][C:36](B2OC(C)(C)C(C)(C)O2)=[CH:35][CH:34]=1)[CH3:29]. (5) The reactants are: Cl.[CH2:2]([O:9][C:10]([NH:12][C:13]1[CH:33]=[CH:32][C:16]([O:17][C:18]2[CH:23]=[CH:22][N:21]=[C:20]([NH:24]C(=O)OC(C)(C)C)[CH:19]=2)=[CH:15][C:14]=1[F:34])=[O:11])[C:3]1[CH:8]=[CH:7][CH:6]=[CH:5][CH:4]=1. Given the product [NH2:24][C:20]1[CH:19]=[C:18]([O:17][C:16]2[CH:32]=[CH:33][C:13]([NH:12][C:10](=[O:11])[O:9][CH2:2][C:3]3[CH:8]=[CH:7][CH:6]=[CH:5][CH:4]=3)=[C:14]([F:34])[CH:15]=2)[CH:23]=[CH:22][N:21]=1, predict the reactants needed to synthesize it. (6) Given the product [C:7]([C:9]1[C:10]([CH:25]([C:26]2[CH:35]=[CH:34][C:33]3[C:28](=[CH:29][CH:30]=[CH:31][CH:32]=3)[CH:27]=2)[CH2:37][N:38]2[C:42](=[O:43])[C:41]3[C:40](=[CH:47][CH:46]=[CH:45][CH:44]=3)[C:39]2=[O:48])=[C:11]([C:20]([O:22][CH2:23][CH3:24])=[O:21])[S:12][C:13]=1[N:14]1[CH2:19][CH2:18][O:17][CH2:16][CH2:15]1)#[N:8], predict the reactants needed to synthesize it. The reactants are: CC(C)([O-])C.[K+].[C:7]([C:9]1[C:10]([CH2:25][C:26]2[CH:35]=[CH:34][C:33]3[C:28](=[CH:29][CH:30]=[CH:31][CH:32]=3)[CH:27]=2)=[C:11]([C:20]([O:22][CH2:23][CH3:24])=[O:21])[S:12][C:13]=1[N:14]1[CH2:19][CH2:18][O:17][CH2:16][CH2:15]1)#[N:8].Br[CH2:37][N:38]1[C:42](=[O:43])[C:41]2=[CH:44][CH:45]=[CH:46][CH:47]=[C:40]2[C:39]1=[O:48].C(O)(=O)C.